This data is from Catalyst prediction with 721,799 reactions and 888 catalyst types from USPTO. The task is: Predict which catalyst facilitates the given reaction. (1) The catalyst class is: 16. Reactant: [CH:1]1([C:4]2[CH:8]=[C:7]([NH:9][C:10](=[O:18])OC3C=CC=CC=3)[N:6]([C:19]3[CH:24]=[CH:23][CH:22]=[CH:21][CH:20]=3)[N:5]=2)[CH2:3][CH2:2]1.[CH3:25][O:26][C:27]1[CH:28]=[C:29]2[C:34](=[CH:35][C:36]=1[O:37][CH3:38])[N:33]=[CH:32][N:31]=[C:30]2[O:39][C:40]1[CH:41]=[C:42]([CH:44]=[CH:45][CH:46]=1)[NH2:43].O. Product: [CH:1]1([C:4]2[CH:8]=[C:7]([NH:9][C:10]([NH:43][C:42]3[CH:44]=[CH:45][CH:46]=[C:40]([O:39][C:30]4[C:29]5[C:34](=[CH:35][C:36]([O:37][CH3:38])=[C:27]([O:26][CH3:25])[CH:28]=5)[N:33]=[CH:32][N:31]=4)[CH:41]=3)=[O:18])[N:6]([C:19]3[CH:20]=[CH:21][CH:22]=[CH:23][CH:24]=3)[N:5]=2)[CH2:2][CH2:3]1. (2) Reactant: [Mg].Br[CH2:3][CH2:4]Br.Br[C:7]1[C:16]2[C:11](=[CH:12][CH:13]=[CH:14][CH:15]=2)[CH:10]=[CH:9][CH:8]=1.Br[C:18]1[CH:23]=[CH:22][C:21]([O:24][CH3:25])=[CH:20][CH:19]=1.[P:26](Cl)(Cl)(Cl)=[O:27]. Product: [CH3:25][O:24][C:21]1[CH:22]=[CH:23][C:18]([P:26](=[O:27])([C:4]2[CH:3]=[CH:22][C:21]([O:24][CH3:25])=[CH:20][CH:19]=2)[C:7]2[C:16]3[C:11](=[CH:12][CH:13]=[CH:14][CH:15]=3)[CH:10]=[CH:9][CH:8]=2)=[CH:19][CH:20]=1. The catalyst class is: 1. (3) Reactant: [I:1][C:2]1[CH:10]=[C:9]2[C:5]([CH2:6][CH2:7][CH2:8]2)=[CH:4][C:3]=1[C:11]#N.[H-].C([Al+]CC(C)C)C(C)C.C1(C)C=CC=CC=1.Cl.CC[O:33]CC. Product: [I:1][C:2]1[CH:10]=[C:9]2[C:5]([CH2:6][CH2:7][CH2:8]2)=[CH:4][C:3]=1[CH:11]=[O:33]. The catalyst class is: 2. (4) Reactant: [NH2:1][C:2]1[N:7]=[CH:6][N:5]=[C:4]2[N:8]([CH2:25][CH:26]3[CH2:29][CH2:28][N:27]3C(OC(C)(C)C)=O)[N:9]=[C:10]([C:11]3[CH:16]=[CH:15][C:14]([O:17][C:18]4[CH:23]=[CH:22][CH:21]=[CH:20][CH:19]=4)=[CH:13][C:12]=3[F:24])[C:3]=12.C(O)(C(F)(F)F)=O. Product: [NH:27]1[CH2:28][CH2:29][CH:26]1[CH2:25][N:8]1[C:4]2=[N:5][CH:6]=[N:7][C:2]([NH2:1])=[C:3]2[C:10]([C:11]2[CH:16]=[CH:15][C:14]([O:17][C:18]3[CH:19]=[CH:20][CH:21]=[CH:22][CH:23]=3)=[CH:13][C:12]=2[F:24])=[N:9]1. The catalyst class is: 2. (5) Reactant: [Si]([O:8][CH2:9][C:10]1[C:11]([NH:41][C:42](=[O:48])[O:43][C:44]([CH3:47])([CH3:46])[CH3:45])=[N:12][CH:13]=[CH:14][C:15]=1[O:16][C:17]1[CH:22]=[CH:21][C:20]([NH:23][C:24]([C:26]2[C:27](=[O:39])[N:28]([C:32]3[CH:37]=[CH:36][C:35]([F:38])=[CH:34][CH:33]=3)[CH:29]=[CH:30][CH:31]=2)=[O:25])=[CH:19][C:18]=1[F:40])(C(C)(C)C)(C)C.[F-].C([N+](CCCC)(CCCC)CCCC)CCC. Product: [F:40][C:18]1[CH:19]=[C:20]([NH:23][C:24]([C:26]2[C:27](=[O:39])[N:28]([C:32]3[CH:37]=[CH:36][C:35]([F:38])=[CH:34][CH:33]=3)[CH:29]=[CH:30][CH:31]=2)=[O:25])[CH:21]=[CH:22][C:17]=1[O:16][C:15]1[CH:14]=[CH:13][N:12]=[C:11]([NH:41][C:42](=[O:48])[O:43][C:44]([CH3:45])([CH3:46])[CH3:47])[C:10]=1[CH2:9][OH:8]. The catalyst class is: 56. (6) Reactant: [O:1]1[CH2:5][CH2:4][CH:3]([C:6](=O)[CH2:7][CH3:8])[CH2:2]1.[NH2:10][C:11]1[CH:16]=[CH:15][C:14]([N+:17]([O-:19])=[O:18])=[CH:13][N:12]=1. Product: [CH3:8][C:7]1[N:12]2[CH:13]=[C:14]([N+:17]([O-:19])=[O:18])[CH:15]=[CH:16][C:11]2=[N:10][C:6]=1[CH:3]1[CH2:4][CH2:5][O:1][CH2:2]1. The catalyst class is: 13. (7) Reactant: [C:1]([O:5][C:6](=[O:20])[N:7]([CH3:19])[C:8]1[S:12][C:11]([C:13]2[CH:14]=[N:15][CH:16]=[CH:17][CH:18]=2)=[N:10][CH:9]=1)([CH3:4])([CH3:3])[CH3:2].[Br:21]N1C(=O)CCC1=O. Product: [C:1]([O:5][C:6](=[O:20])[N:7]([C:8]1[S:12][C:11]([C:13]2[CH:14]=[N:15][CH:16]=[CH:17][CH:18]=2)=[N:10][C:9]=1[Br:21])[CH3:19])([CH3:4])([CH3:3])[CH3:2]. The catalyst class is: 10. (8) Reactant: [C:1]([OH:10])(=[O:9])[CH2:2][CH2:3][CH2:4][CH2:5][CH2:6][CH2:7][CH3:8].[NH2:11][C@H:12]([C:18]([OH:20])=[O:19])[CH2:13][CH2:14][CH2:15][CH2:16][NH2:17]. Product: [NH2:11][C@H:12]([C:18]([OH:20])=[O:19])[CH2:13][CH2:14][CH2:15][CH2:16][NH2:17].[C:1]([O-:10])(=[O:9])[CH2:2][CH2:3][CH2:4][CH2:5][CH2:6][CH2:7][CH3:8]. The catalyst class is: 113.